Dataset: Reaction yield outcomes from USPTO patents with 853,638 reactions. Task: Predict the reaction yield, written as a fraction of the theoretical maximum amount of product (1.0 means a 100% yield; for example, 0.34 means a 34% yield). The reactants are [C:1]([O:11][C:12]([C:15]([CH2:18][CH2:19][S:20](Cl)(=[O:22])=[O:21])([F:17])[F:16])([F:14])[F:13])([C:4]([C:7]([F:10])([F:9])[F:8])([F:6])[F:5])([F:3])[F:2].[CH3:24][N:25]([CH2:27][CH2:28][CH2:29][NH2:30])[CH3:26]. No catalyst specified. The product is [C:1]([O:11][C:12]([C:15]([CH2:18][CH2:19][S:20]([NH:30][CH2:29][CH2:28][CH2:27][N:25]([CH3:26])[CH3:24])(=[O:22])=[O:21])([F:17])[F:16])([F:14])[F:13])([C:4]([C:7]([F:10])([F:9])[F:8])([F:6])[F:5])([F:3])[F:2]. The yield is 0.872.